This data is from Forward reaction prediction with 1.9M reactions from USPTO patents (1976-2016). The task is: Predict the product of the given reaction. (1) Given the reactants O.O.C(O)(=O)C(O)=O.O.O.O.O.O.O.O.O.O(Cl)Cl.[Zr:20].[Cl-].[NH4+].[P:23](=[O:27])([OH:26])([OH:25])[OH:24].N, predict the reaction product. The product is: [P:23]([O-:27])([O-:26])([O-:25])=[O:24].[Zr+4:20].[P:23]([O-:27])([O-:26])([O-:25])=[O:24].[P:23]([O-:27])([O-:26])([O-:25])=[O:24].[P:23]([O-:27])([O-:26])([O-:25])=[O:24].[Zr+4:20].[Zr+4:20]. (2) Given the reactants [Cl:1][C:2]1[CH:7]=[CH:6][C:5]([C:8]2[CH:13]=[CH:12][C:11]([C:14]([OH:16])=O)=[CH:10][CH:9]=2)=[CH:4][CH:3]=1.[N:17]1([CH2:22][C:23]2[CH:28]=[CH:27][C:26]([CH:29]3[CH2:34][CH2:33][CH2:32][NH:31][CH2:30]3)=[CH:25][CH:24]=2)[CH2:21][CH2:20][CH2:19][CH2:18]1, predict the reaction product. The product is: [Cl:1][C:2]1[CH:3]=[CH:4][C:5]([C:8]2[CH:9]=[CH:10][C:11]([C:14]([N:31]3[CH2:32][CH2:33][CH2:34][CH:29]([C:26]4[CH:27]=[CH:28][C:23]([CH2:22][N:17]5[CH2:18][CH2:19][CH2:20][CH2:21]5)=[CH:24][CH:25]=4)[CH2:30]3)=[O:16])=[CH:12][CH:13]=2)=[CH:6][CH:7]=1. (3) Given the reactants [N:1]1[CH:6]=[CH:5][CH:4]=[CH:3][CH:2]=1.[Br:7][CH2:8][CH2:9][CH2:10][CH2:11][CH3:12], predict the reaction product. The product is: [Br-:7].[CH2:8]([N+:1]1[CH:6]=[CH:5][CH:4]=[CH:3][CH:2]=1)[CH2:9][CH2:10][CH2:11][CH3:12]. (4) Given the reactants [Cl:1][C:2]1[CH:7]=[CH:6][CH:5]=[CH:4][C:3]=1[S:8]([C@H:11]1[CH2:15][NH:14][C@H:13]([C:16]([NH:18][C:19]2([C:22]#[N:23])[CH2:21][CH2:20]2)=[O:17])[CH2:12]1)(=[O:10])=[O:9].Cl.[N:25]1([C:31]2([C:34](O)=[O:35])[CH2:33][CH2:32]2)[CH2:30][CH2:29][CH2:28][CH2:27][CH2:26]1, predict the reaction product. The product is: [Cl:1][C:2]1[CH:7]=[CH:6][CH:5]=[CH:4][C:3]=1[S:8]([C@H:11]1[CH2:15][N:14]([C:34]([C:31]2([N:25]3[CH2:30][CH2:29][CH2:28][CH2:27][CH2:26]3)[CH2:32][CH2:33]2)=[O:35])[C@H:13]([C:16]([NH:18][C:19]2([C:22]#[N:23])[CH2:21][CH2:20]2)=[O:17])[CH2:12]1)(=[O:10])=[O:9]. (5) Given the reactants [CH3:1][N:2]1[C:14]2[CH2:13][CH2:12][CH2:11][C:10](=[O:15])[C:9]=2[C:8]2[C:3]1=[CH:4][CH:5]=[CH:6][CH:7]=2.[CH2:16]=O.Cl, predict the reaction product. The product is: [CH3:1][N:2]1[C:14]2[CH2:13][CH2:12][C:11](=[CH2:16])[C:10](=[O:15])[C:9]=2[C:8]2[C:3]1=[CH:4][CH:5]=[CH:6][CH:7]=2.